From a dataset of Full USPTO retrosynthesis dataset with 1.9M reactions from patents (1976-2016). Predict the reactants needed to synthesize the given product. (1) Given the product [NH2:15][C:12]1[CH:11]=[CH:10][C:9]([NH:8][C:1]([CH:23]2[CH2:28][CH2:27][CH2:26][CH2:25][CH2:24]2)=[O:3])=[CH:14][CH:13]=1, predict the reactants needed to synthesize it. The reactants are: [C:1]([NH:8][C:9]1[CH:14]=[CH:13][C:12]([NH2:15])=[CH:11][CH:10]=1)([O:3]C(C)(C)C)=O.C(N(CC)CC)C.[CH:23]1(Cl)[CH2:28][CH2:27][CH2:26][CH2:25][CH2:24]1. (2) Given the product [CH2:1]([O:3][C:4]([C:6]1[C:7](=[O:24])[N:8]([C:18]2[CH:23]=[CH:22][CH:21]=[CH:20][CH:19]=2)[C:9]2[C:14]([C:15]=1[N:29]1[CH2:30][CH2:31][N:26]([CH3:25])[CH2:27][CH2:28]1)=[CH:13][C:12]([CH3:17])=[CH:11][CH:10]=2)=[O:5])[CH3:2], predict the reactants needed to synthesize it. The reactants are: [CH2:1]([O:3][C:4]([C:6]1[C:7](=[O:24])[N:8]([C:18]2[CH:23]=[CH:22][CH:21]=[CH:20][CH:19]=2)[C:9]2[C:14]([C:15]=1Cl)=[CH:13][C:12]([CH3:17])=[CH:11][CH:10]=2)=[O:5])[CH3:2].[CH3:25][N:26]1[CH2:31][CH2:30][NH:29][CH2:28][CH2:27]1.